This data is from Forward reaction prediction with 1.9M reactions from USPTO patents (1976-2016). The task is: Predict the product of the given reaction. (1) Given the reactants Cl.[NH2:2][C@H:3]1[CH2:7][CH2:6][N:5]([C:8]2[CH:9]=[C:10]3[C:14](=[CH:15][CH:16]=2)[CH:13]([N:17]([CH3:24])[C:18](=[O:23])[C:19]([F:22])([F:21])[F:20])[CH2:12][CH2:11]3)[C:4]1=[O:25].[Cl:26][C:27]1[C:35]2[C:30](=[CH:31][C:32]([S:36](Cl)(=[O:38])=[O:37])=[CH:33][CH:34]=2)[N:29]([Si:40]([CH:47]([CH3:49])[CH3:48])([CH:44]([CH3:46])[CH3:45])[CH:41]([CH3:43])[CH3:42])[CH:28]=1, predict the reaction product. The product is: [Cl:26][C:27]1[C:35]2[C:30](=[CH:31][C:32]([S:36]([NH:2][C@H:3]3[CH2:7][CH2:6][N:5]([C:8]4[CH:9]=[C:10]5[C:14](=[CH:15][CH:16]=4)[CH:13]([N:17]([CH3:24])[C:18](=[O:23])[C:19]([F:21])([F:22])[F:20])[CH2:12][CH2:11]5)[C:4]3=[O:25])(=[O:38])=[O:37])=[CH:33][CH:34]=2)[N:29]([Si:40]([CH:44]([CH3:46])[CH3:45])([CH:47]([CH3:49])[CH3:48])[CH:41]([CH3:42])[CH3:43])[CH:28]=1. (2) Given the reactants [CH3:1][C:2]1[CH:3]=[C:4]2[N:10]([CH2:11][C:12]3[C:17]([CH3:18])=[C:16]([O:19][CH2:20][C:21]([F:24])([F:23])[F:22])[CH:15]=[CH:14][N:13]=3)[CH:9]=[C:8]([C:25]([OH:27])=O)[C:5]2=[N:6][CH:7]=1.C(N(CC)CC)C.CCCP1(OP(CCC)(=O)OP(CCC)(=O)O1)=O.Cl.[F:54][CH2:55][CH2:56][NH2:57], predict the reaction product. The product is: [F:54][CH2:55][CH2:56][NH:57][C:25]([C:8]1[C:5]2=[N:6][CH:7]=[C:2]([CH3:1])[CH:3]=[C:4]2[N:10]([CH2:11][C:12]2[C:17]([CH3:18])=[C:16]([O:19][CH2:20][C:21]([F:22])([F:24])[F:23])[CH:15]=[CH:14][N:13]=2)[CH:9]=1)=[O:27]. (3) Given the reactants C(O[C:6]([N:8]1[CH2:12][C:11](=[N:13][O:14][CH2:15][C:16]2[CH:21]=[CH:20][C:19]([O:22][CH3:23])=[CH:18][CH:17]=2)[CH2:10][C@H:9]1[C:24]([OH:26])=O)=[O:7])(C)(C)C.[O:27]([C:34]1[CH:42]=[CH:41][C:37](C(Cl)=O)=[CH:36][CH:35]=1)[C:28]1[CH:33]=[CH:32][CH:31]=[CH:30][CH:29]=1.[N:43]1([C:48]2[CH:53]=[CH:52][CH:51]=[CH:50][C:49]=2[NH2:54])[CH:47]=[CH:46][CH:45]=[CH:44]1, predict the reaction product. The product is: [CH3:23][O:22][C:19]1[CH:18]=[CH:17][C:16]([CH2:15][O:14][N:13]=[C:11]2[CH2:12][N:8]([C:6](=[O:7])[C:37]3[CH:36]=[CH:35][C:34]([O:27][C:28]4[CH:29]=[CH:30][CH:31]=[CH:32][CH:33]=4)=[CH:42][CH:41]=3)[C@H:9]([C:24]([NH:54][C:49]3[CH:50]=[CH:51][CH:52]=[CH:53][C:48]=3[N:43]3[CH:47]=[CH:46][CH:45]=[CH:44]3)=[O:26])[CH2:10]2)=[CH:21][CH:20]=1. (4) Given the reactants [NH2:1][CH:2]([C:10]1[C:15]([O:16][CH3:17])=[CH:14][CH:13]=[CH:12][C:11]=1[O:18][CH3:19])[CH2:3][CH2:4][CH2:5][C:6]([O:8]C)=O.[S:20]1[CH:24]=[C:23]([C:25]2[CH:26]=[C:27]([CH:30]=[CH:31][CH:32]=2)[CH:28]=O)[N:22]=[CH:21]1, predict the reaction product. The product is: [CH3:19][O:18][C:11]1[CH:12]=[CH:13][CH:14]=[C:15]([O:16][CH3:17])[C:10]=1[CH:2]1[N:1]([CH2:28][C:27]2[CH:30]=[CH:31][CH:32]=[C:25]([C:23]3[N:22]=[CH:21][S:20][CH:24]=3)[CH:26]=2)[C:6](=[O:8])[CH2:5][CH2:4][CH2:3]1. (5) Given the reactants [CH2:1]([O:5][CH2:6][CH2:7][O:8][C:9]1[CH:14]=[CH:13][C:12]([C:15]2[CH:16]=[CH:17][C:18]3[N:24]([C:25](=[O:30])[C:26]([F:29])([F:28])[F:27])[CH2:23][CH2:22][C:21]([C:31]([NH:33][C:34]4[CH:39]=[CH:38][C:37]([CH:40]([OH:47])[C:41]5[CH:46]=[CH:45][CH:44]=[CH:43][N:42]=5)=[C:36]([C:48]([F:51])([F:50])[F:49])[CH:35]=4)=[O:32])=[CH:20][C:19]=3[CH:52]=2)=[CH:11][CH:10]=1)[CH2:2][CH2:3][CH3:4].ClC1C=CC=C(C(OO)=[O:61])C=1.O, predict the reaction product. The product is: [CH2:1]([O:5][CH2:6][CH2:7][O:8][C:9]1[CH:14]=[CH:13][C:12]([C:15]2[CH:16]=[CH:17][C:18]3[N:24]([C:25](=[O:30])[C:26]([F:28])([F:29])[F:27])[CH2:23][CH2:22][C:21]([C:31]([NH:33][C:34]4[CH:39]=[CH:38][C:37]([CH:40]([OH:47])[C:41]5[CH:46]=[CH:45][CH:44]=[CH:43][N+:42]=5[O-:61])=[C:36]([C:48]([F:51])([F:49])[F:50])[CH:35]=4)=[O:32])=[CH:20][C:19]=3[CH:52]=2)=[CH:11][CH:10]=1)[CH2:2][CH2:3][CH3:4]. (6) Given the reactants [N:1]1[CH:6]=[CH:5][C:4]([C:7]2[N:8]=[C:9]3[NH:17][CH2:16][CH2:15][CH2:14][N:10]3[C:11](=[O:13])[CH:12]=2)=[N:3][CH:2]=1.[Cl:18]N1C(=O)CCC1=O, predict the reaction product. The product is: [Cl:18][C:12]1[C:11](=[O:13])[N:10]2[CH2:14][CH2:15][CH2:16][NH:17][C:9]2=[N:8][C:7]=1[C:4]1[CH:5]=[CH:6][N:1]=[CH:2][N:3]=1.